Dataset: Full USPTO retrosynthesis dataset with 1.9M reactions from patents (1976-2016). Task: Predict the reactants needed to synthesize the given product. (1) Given the product [CH2:22]([NH:29][C:13](=[O:15])[CH2:12][N:9]1[C:10](=[O:11])[C:4]2[C:5](=[CH:6][CH:1]=[CH:2][CH:3]=2)[C:7]1=[O:8])[C:23]1[CH:28]=[CH:27][CH:26]=[CH:25][CH:24]=1, predict the reactants needed to synthesize it. The reactants are: [CH:1]1[CH:6]=[C:5]2[C:7]([N:9]([CH2:12][C:13]([OH:15])=O)[C:10](=[O:11])[C:4]2=[CH:3][CH:2]=1)=[O:8].C(Cl)(=O)C(Cl)=O.[CH2:22]([NH2:29])[C:23]1[CH:28]=[CH:27][CH:26]=[CH:25][CH:24]=1. (2) Given the product [Cl:21][C:18]1[CH:17]=[CH:16][C:15](/[CH:14]=[CH:13]/[S:10]([NH2:9])(=[O:11])=[O:12])=[CH:20][CH:19]=1, predict the reactants needed to synthesize it. The reactants are: CC([NH:9][S:10](/[CH:13]=[CH:14]/[C:15]1[CH:20]=[CH:19][C:18]([Cl:21])=[CH:17][CH:16]=1)(=[O:12])=[O:11])(C)CC(C)(C)C.FC(F)(F)C(O)=O. (3) Given the product [NH2:1][C:4]1[CH:12]=[CH:11][CH:10]=[C:9]2[C:5]=1[CH:6]=[CH:7][N:8]2[CH2:13][C:14]1[CH:19]=[CH:18][N:17]=[C:16]2[N:20]([C:23]([O:25][C:26]([CH3:29])([CH3:28])[CH3:27])=[O:24])[CH:21]=[CH:22][C:15]=12, predict the reactants needed to synthesize it. The reactants are: [N+:1]([C:4]1[CH:12]=[CH:11][CH:10]=[C:9]2[C:5]=1[CH:6]=[CH:7][N:8]2[CH2:13][C:14]1[CH:19]=[CH:18][N:17]=[C:16]2[N:20]([C:23]([O:25][C:26]([CH3:29])([CH3:28])[CH3:27])=[O:24])[CH:21]=[CH:22][C:15]=12)([O-])=O. (4) Given the product [N:1]1[C:10]2[C:5](=[CH:6][CH:7]=[CH:8][CH:9]=2)[N:4]=[CH:3][C:2]=1/[CH:11]=[CH:21]/[CH:22]=[O:23], predict the reactants needed to synthesize it. The reactants are: [N:1]1[C:10]2[C:5](=[CH:6][CH:7]=[CH:8][CH:9]=2)[N:4]=[CH:3][C:2]=1[CH:11]=O.N1(C2C=C[C:21]([CH:22]=[O:23])=CC=2)C=CC=N1. (5) Given the product [CH3:14][C:13]([Si:10]([CH3:12])([CH3:11])[O:9][CH2:8][C:5]1[CH:6]=[CH:7][C:2]([CH:31]=[O:32])=[N:3][CH:4]=1)([CH3:16])[CH3:15], predict the reactants needed to synthesize it. The reactants are: Br[C:2]1[CH:7]=[CH:6][C:5]([CH2:8][O:9][Si:10]([C:13]([CH3:16])([CH3:15])[CH3:14])([CH3:12])[CH3:11])=[CH:4][N:3]=1.[Li]CCCC.CCCCCC.CN([CH:31]=[O:32])C.